Regression. Given two drug SMILES strings and cell line genomic features, predict the synergy score measuring deviation from expected non-interaction effect. From a dataset of NCI-60 drug combinations with 297,098 pairs across 59 cell lines. (1) Drug 1: CC12CCC3C(C1CCC2=O)CC(=C)C4=CC(=O)C=CC34C. Drug 2: C1CNP(=O)(OC1)N(CCCl)CCCl. Cell line: TK-10. Synergy scores: CSS=17.0, Synergy_ZIP=1.15, Synergy_Bliss=-0.538, Synergy_Loewe=-0.813, Synergy_HSA=-0.764. (2) Drug 1: CN1CCC(CC1)COC2=C(C=C3C(=C2)N=CN=C3NC4=C(C=C(C=C4)Br)F)OC. Drug 2: CCC1(C2=C(COC1=O)C(=O)N3CC4=CC5=C(C=CC(=C5CN(C)C)O)N=C4C3=C2)O.Cl. Cell line: SW-620. Synergy scores: CSS=38.7, Synergy_ZIP=3.73, Synergy_Bliss=3.50, Synergy_Loewe=-9.10, Synergy_HSA=2.98. (3) Drug 1: CC1=C(C=C(C=C1)C(=O)NC2=CC(=CC(=C2)C(F)(F)F)N3C=C(N=C3)C)NC4=NC=CC(=N4)C5=CN=CC=C5. Drug 2: C1=CC=C(C(=C1)C(C2=CC=C(C=C2)Cl)C(Cl)Cl)Cl. Cell line: UACC62. Synergy scores: CSS=1.96, Synergy_ZIP=0.293, Synergy_Bliss=1.18, Synergy_Loewe=1.33, Synergy_HSA=1.42. (4) Drug 1: C1=C(C(=O)NC(=O)N1)N(CCCl)CCCl. Drug 2: CN(CCCl)CCCl.Cl. Cell line: PC-3. Synergy scores: CSS=22.1, Synergy_ZIP=-5.21, Synergy_Bliss=-0.349, Synergy_Loewe=-0.112, Synergy_HSA=1.20. (5) Drug 1: C1=NC2=C(N1)C(=S)N=C(N2)N. Drug 2: CCN(CC)CCNC(=O)C1=C(NC(=C1C)C=C2C3=C(C=CC(=C3)F)NC2=O)C. Cell line: MDA-MB-435. Synergy scores: CSS=15.8, Synergy_ZIP=-2.84, Synergy_Bliss=4.27, Synergy_Loewe=-3.05, Synergy_HSA=0.534. (6) Drug 1: CC1=C2C(C(=O)C3(C(CC4C(C3C(C(C2(C)C)(CC1OC(=O)C(C(C5=CC=CC=C5)NC(=O)C6=CC=CC=C6)O)O)OC(=O)C7=CC=CC=C7)(CO4)OC(=O)C)O)C)OC(=O)C. Drug 2: CCC1(C2=C(COC1=O)C(=O)N3CC4=CC5=C(C=CC(=C5CN(C)C)O)N=C4C3=C2)O.Cl. Cell line: NCI-H226. Synergy scores: CSS=29.9, Synergy_ZIP=-13.1, Synergy_Bliss=-14.4, Synergy_Loewe=-12.2, Synergy_HSA=-10.4.